This data is from Reaction yield outcomes from USPTO patents with 853,638 reactions. The task is: Predict the reaction yield, written as a fraction of the theoretical maximum amount of product (1.0 means a 100% yield; for example, 0.34 means a 34% yield). (1) The reactants are [CH3:1][O:2][CH2:3][CH2:4][O:5][C:6]1[CH:11]=[CH:10][C:9]([OH:12])=[CH:8][CH:7]=1.Cl[C:14]1[N:15]=[C:16]([OH:30])[C:17]2[CH:23]=[CH:22][N:21]=[C:20]([C:24]3[N:25]=[CH:26][N:27]([CH3:29])[CH:28]=3)[C:18]=2[N:19]=1. No catalyst specified. The product is [CH3:1][O:2][CH2:3][CH2:4][O:5][C:6]1[CH:11]=[CH:10][C:9]([O:12][C:14]2[N:15]=[C:16]([OH:30])[C:17]3[CH:23]=[CH:22][N:21]=[C:20]([C:24]4[N:25]=[CH:26][N:27]([CH3:29])[CH:28]=4)[C:18]=3[N:19]=2)=[CH:8][CH:7]=1. The yield is 0.400. (2) The reactants are [CH3:1][O:2][C:3]1[C:4]([N+:16]([O-])=O)=[C:5]([NH:11][CH2:12][C:13](O)=[O:14])[CH:6]=[CH:7][C:8]=1[O:9][CH3:10]. The catalyst is [Pd].CO. The product is [CH3:10][O:9][C:8]1[C:3]([O:2][CH3:1])=[C:4]2[C:5]([NH:11][CH2:12][C:13](=[O:14])[NH:16]2)=[CH:6][CH:7]=1. The yield is 0.520.